Dataset: HIV replication inhibition screening data with 41,000+ compounds from the AIDS Antiviral Screen. Task: Binary Classification. Given a drug SMILES string, predict its activity (active/inactive) in a high-throughput screening assay against a specified biological target. (1) The result is 0 (inactive). The compound is O=C(CO[N+](=O)[O-])OCC(=O)c1ccccc1. (2) The compound is CC(C)(C1=NC(C(C)(C)C)CO1)C1=NC(C(C)(C)C)CO1. The result is 0 (inactive). (3) The molecule is Cc1nc2ccccc2cc1C[N+]12CN3CN(CN(C3)C1)C2. The result is 0 (inactive). (4) The molecule is CC(C)CC(NC(=O)C(Cc1c[nH]cn1)NC(=O)C(CC(N)=O)NC(=O)C(NC(=O)C(CO)NC(=O)C(Cc1ccc(O)cc1)NC(=O)C(CO)NC(=O)C(C)NC(=O)C(CCCCN)NC(=O)C(N)CC(=O)O)C(C)O)C(=O)O. The result is 0 (inactive).